From a dataset of Full USPTO retrosynthesis dataset with 1.9M reactions from patents (1976-2016). Predict the reactants needed to synthesize the given product. The reactants are: [F:1][C:2]1[CH:7]=[CH:6][C:5]([CH2:8][C:9]([OH:11])=O)=[CH:4][CH:3]=1.Cl.CN(C)CCCN=C=NCC.O.OC1C2N=NNC=2C=CC=1.[CH2:35]([N:37]1[C:45]2[CH:44]=[C:43]3[NH:46][C:47]([C:49]4[C:53]5[CH2:54][NH:55][CH2:56][CH2:57][C:52]=5[NH:51][N:50]=4)=[N:48][C:42]3=[CH:41][C:40]=2[C:39]([CH3:59])([CH3:58])[C:38]1=[O:60])[CH3:36]. Given the product [CH2:35]([N:37]1[C:45]2[CH:44]=[C:43]3[NH:46][C:47]([C:49]4[C:53]5[CH2:54][N:55]([C:9](=[O:11])[CH2:8][C:5]6[CH:4]=[CH:3][C:2]([F:1])=[CH:7][CH:6]=6)[CH2:56][CH2:57][C:52]=5[NH:51][N:50]=4)=[N:48][C:42]3=[CH:41][C:40]=2[C:39]([CH3:59])([CH3:58])[C:38]1=[O:60])[CH3:36], predict the reactants needed to synthesize it.